Dataset: M1 muscarinic receptor antagonist screen with 61,756 compounds. Task: Binary Classification. Given a drug SMILES string, predict its activity (active/inactive) in a high-throughput screening assay against a specified biological target. (1) The drug is O1C(CCC1)Cn1c(=O)n(c2c(c1=O)cccc2)CC(=O)c1ccccc1. The result is 0 (inactive). (2) The drug is O=c1n2C(N=C(N=c2[nH]c(c1)C)Nc1ccc(cc1)C)c1ccc(O)cc1. The result is 0 (inactive). (3) The compound is O=C(N(CC(=O)NCc1occc1)c1cc(ccc1)C)CCC(=O)Nc1ncccc1. The result is 0 (inactive). (4) The molecule is n1c(nc(nc1N)N)c1ccccc1. The result is 0 (inactive). (5) The drug is O1c2cc3cc(CN(Cc4n(nnn4)Cc4occc4)Cc4ccccc4)c(=O)[nH]c3cc2OCC1. The result is 0 (inactive). (6) The molecule is O=C/1CC(CC(=O)C1=C\NCCCO)(C)C. The result is 0 (inactive). (7) The molecule is O1c2c(C3(c4c(N(C3=O)CC)cccc4)C(=C1N)C#N)c(oc(c2)C)=O. The result is 0 (inactive).